Dataset: Catalyst prediction with 721,799 reactions and 888 catalyst types from USPTO. Task: Predict which catalyst facilitates the given reaction. The catalyst class is: 3. Product: [C:1]1([N:7]([C:16]2[CH:21]=[CH:20][CH:19]=[CH:18][CH:17]=2)[C:8]2[CH:15]=[CH:14][C:11]([C:12]3[N:22]=[N:23][NH:24][N:13]=3)=[CH:10][CH:9]=2)[CH:6]=[CH:5][CH:4]=[CH:3][CH:2]=1. Reactant: [C:1]1([N:7]([C:16]2[CH:21]=[CH:20][CH:19]=[CH:18][CH:17]=2)[C:8]2[CH:15]=[CH:14][C:11]([C:12]#[N:13])=[CH:10][CH:9]=2)[CH:6]=[CH:5][CH:4]=[CH:3][CH:2]=1.[N-:22]=[N+:23]=[N-:24].[Na+].[Cl-].[NH4+].